Dataset: Catalyst prediction with 721,799 reactions and 888 catalyst types from USPTO. Task: Predict which catalyst facilitates the given reaction. The catalyst class is: 284. Reactant: [CH3:1][N:2]1[CH2:7][CH2:6][N:5]([C:8]([NH:10][C:11]2[CH:16]=[C:15]([O:17][C:18]3[CH:19]=[N:20][C:21]([N+:24]([O-])=O)=[CH:22][CH:23]=3)[CH:14]=[CH:13][N:12]=2)=[O:9])[CH2:4][CH2:3]1.[NH4+].[Cl-]. Product: [NH2:24][C:21]1[N:20]=[CH:19][C:18]([O:17][C:15]2[CH:14]=[CH:13][N:12]=[C:11]([NH:10][C:8]([N:5]3[CH2:4][CH2:3][N:2]([CH3:1])[CH2:7][CH2:6]3)=[O:9])[CH:16]=2)=[CH:23][CH:22]=1.